From a dataset of Forward reaction prediction with 1.9M reactions from USPTO patents (1976-2016). Predict the product of the given reaction. (1) Given the reactants [Cl:1][C:2]1[CH:7]=[C:6]([Cl:8])[CH:5]=[CH:4][C:3]=1[C:9]1[C:14]([C:15]2[NH:16][CH:17]=[CH:18][N:19]=2)=[CH:13][N:12]=[C:11](CCN)[N:10]=1.[CH3:23][O:24][C:25]1[C:30]([N+:31]([O-:33])=[O:32])=[CH:29][CH:28]=[C:27](Cl)[N:26]=1.C([N:38](C(C)C)[CH2:39][CH3:40])(C)C.C[N:45](C=O)C, predict the reaction product. The product is: [Cl:1][C:2]1[CH:7]=[C:6]([Cl:8])[CH:5]=[CH:4][C:3]=1[C:9]1[C:14]([C:15]2[NH:19][CH:18]=[CH:17][N:16]=2)=[CH:13][N:12]=[C:11]([NH:38][CH2:39][CH2:40][NH:45][C:27]2[CH:28]=[CH:29][C:30]([N+:31]([O-:33])=[O:32])=[C:25]([O:24][CH3:23])[N:26]=2)[N:10]=1. (2) Given the reactants [CH3:1][O:2][C:3](=[O:9])[CH:4]([CH3:8])[CH2:5][CH2:6]Cl.[NH:10]1[CH2:15][CH2:14][CH2:13][CH2:12][CH2:11]1, predict the reaction product. The product is: [CH3:8][CH:4]([CH2:5][CH2:6][N:10]1[CH2:15][CH2:14][CH2:13][CH2:12][CH2:11]1)[C:3]([O:2][CH3:1])=[O:9]. (3) Given the reactants [F:1][C:2]1[C:10]([Cl:11])=[CH:9][C:8]([C:12]([F:15])([F:14])[F:13])=[CH:7][C:3]=1[C:4]([OH:6])=O.C(N1CCCCC1)=O.C(Cl)(=O)C(Cl)=O.Cl.[C:31]([C:35]1[CH:53]=[CH:52][C:38]([CH2:39][NH:40][CH2:41][CH2:42][C:43]2[CH:48]=[CH:47][C:46]([Cl:49])=[C:45]([CH2:50][CH3:51])[CH:44]=2)=[CH:37][CH:36]=1)([CH3:34])([CH3:33])[CH3:32].C(N(CC)CC)C, predict the reaction product. The product is: [C:31]([C:35]1[CH:53]=[CH:52][C:38]([CH2:39][N:40]([CH2:41][CH2:42][C:43]2[CH:48]=[CH:47][C:46]([Cl:49])=[C:45]([CH2:50][CH3:51])[CH:44]=2)[C:4](=[O:6])[C:3]2[CH:7]=[C:8]([C:12]([F:15])([F:14])[F:13])[CH:9]=[C:10]([Cl:11])[C:2]=2[F:1])=[CH:37][CH:36]=1)([CH3:33])([CH3:32])[CH3:34]. (4) The product is: [F:27][C:28]1[CH:35]=[CH:34][C:31]([CH2:32][NH:33][C:2]2[N:10]=[CH:9][N:8]=[C:7]3[C:3]=2[N:4]=[CH:5][N:6]3[C@@H:11]2[O:12][C@H:13]([CH2:21][NH:22][S:23]([NH2:26])(=[O:24])=[O:25])[C@@H:14]([OH:18])[C@H:15]2[OH:16])=[CH:30][CH:29]=1. Given the reactants Cl[C:2]1[N:10]=[CH:9][N:8]=[C:7]2[C:3]=1[N:4]=[CH:5][N:6]2[C@H:11]1[C@@H:15]2[O:16]C(C)(C)[O:18][C@@H:14]2[C@@H:13]([CH2:21][NH:22][S:23]([NH2:26])(=[O:25])=[O:24])[O:12]1.[F:27][C:28]1[CH:35]=[CH:34][C:31]([CH2:32][NH2:33])=[CH:30][CH:29]=1.CCN(C(C)C)C(C)C, predict the reaction product. (5) Given the reactants CN(C)S(C1C2[N:12]([CH2:15][C:16](O)=[O:17])C=NC=2C=CC=1)(=O)=O.Cl[C:21]1[C:26]([S:27]([CH2:30][CH2:31][CH3:32])(=[O:29])=[O:28])=[CH:25][CH:24]=[CH:23][C:22]=1[N+:33]([O-:35])=[O:34], predict the reaction product. The product is: [N+:33]([C:22]1[CH:23]=[CH:24][CH:25]=[C:26]([S:27]([CH2:30][CH2:31][CH3:32])(=[O:29])=[O:28])[C:21]=1[NH:12][CH2:15][CH2:16][OH:17])([O-:35])=[O:34]. (6) The product is: [OH:1][C:2]1[CH:3]=[CH:4][C:5]([CH:8]([CH3:12])[C:9]([OH:11])=[O:10])=[CH:6][C:7]=1[N+:13]([O-:15])=[O:14]. Given the reactants [OH:1][C:2]1[CH:7]=[CH:6][C:5]([CH:8]([CH3:12])[C:9]([OH:11])=[O:10])=[CH:4][CH:3]=1.[N+:13]([O-])([OH:15])=[O:14].O, predict the reaction product. (7) Given the reactants [Cl:1]C1C=C(C=C(OC2C=C(O)C=CC=2Cl)C=1)C#N.ClC1C=C(C=C(OC2C=C(O[CH2:36][C:37]3[N:41]([CH3:42])[C:40]4[CH:43]=[CH:44][CH:45]=[CH:46][C:39]=4[N:38]=3)C=CC=2Cl)C=1)C#N, predict the reaction product. The product is: [Cl:1][CH2:36][C:37]1[N:41]([CH3:42])[C:40]2[CH:43]=[CH:44][CH:45]=[CH:46][C:39]=2[N:38]=1.